Dataset: Reaction yield outcomes from USPTO patents with 853,638 reactions. Task: Predict the reaction yield, written as a fraction of the theoretical maximum amount of product (1.0 means a 100% yield; for example, 0.34 means a 34% yield). (1) The reactants are [CH2:1]([O:3][C:4](=[O:22])[C:5]1[CH:10]=[C:9]([CH:11]=[CH:12]N(C)C)[C:8]([N+:16]([O-])=O)=[CH:7][C:6]=1[N+:19]([O-])=O)[CH3:2]. The catalyst is CCO.[Ni]. The product is [CH2:1]([O:3][C:4]([C:5]1[CH:10]=[C:9]2[C:8](=[CH:7][C:6]=1[NH2:19])[NH:16][CH:12]=[CH:11]2)=[O:22])[CH3:2]. The yield is 0.300. (2) The reactants are Br[C:2]1[C:7]([C:8]([F:11])([F:10])[F:9])=[CH:6][C:5]([NH:12][C:13]2[N:17]=[C:16]([NH2:18])[NH:15][N:14]=2)=[CH:4][C:3]=1[Cl:19].CN1C(C)(C)CC(SC2C=CC(B3OC(C)(C)C(C)(C)O3)=CC=2)CC1(C)C.[C:47]([NH:51][S:52]([C:55]1[CH:60]=[CH:59][C:58](B2OC(C)(C)C(C)(C)O2)=[CH:57][C:56]=1[O:70][CH3:71])(=[O:54])=[O:53])([CH3:50])([CH3:49])[CH3:48].C([O-])([O-])=O.[K+].[K+]. The catalyst is O1CCOCC1.COCCOC.C1C=CC([P]([Pd]([P](C2C=CC=CC=2)(C2C=CC=CC=2)C2C=CC=CC=2)([P](C2C=CC=CC=2)(C2C=CC=CC=2)C2C=CC=CC=2)[P](C2C=CC=CC=2)(C2C=CC=CC=2)C2C=CC=CC=2)(C2C=CC=CC=2)C2C=CC=CC=2)=CC=1. The product is [NH2:18][C:16]1[NH:15][N:14]=[C:13]([NH:12][C:5]2[CH:6]=[C:7]([C:8]([F:11])([F:10])[F:9])[C:2]([C:58]3[CH:59]=[CH:60][C:55]([S:52]([NH:51][C:47]([CH3:48])([CH3:49])[CH3:50])(=[O:54])=[O:53])=[C:56]([O:70][CH3:71])[CH:57]=3)=[C:3]([Cl:19])[CH:4]=2)[N:17]=1. The yield is 0.950. (3) The reactants are [N+:1]([C:4]1[CH:9]=[CH:8][C:7]([OH:10])=[C:6]([F:11])[CH:5]=1)([O-])=O. The catalyst is CO.[Pd]. The product is [NH2:1][C:4]1[CH:9]=[CH:8][C:7]([OH:10])=[C:6]([F:11])[CH:5]=1. The yield is 0.870. (4) The reactants are [Cl:1][C:2]1[CH:3]=[CH:4][C:5]2[N:6]([C:8]([CH2:11][C:12]3[CH:23]=[CH:22][C:15]4[N:16]=[C:17](S(C)=O)[S:18][C:14]=4[CH:13]=3)=[CH:9][N:10]=2)[N:7]=1.[NH2:24][C@@H:25]1[CH2:30][CH2:29][CH2:28][CH2:27][C@H:26]1[OH:31].CCN(C(C)C)C(C)C.O. The catalyst is CN1C(=O)CCC1. The product is [Cl:1][C:2]1[CH:3]=[CH:4][C:5]2[N:6]([C:8]([CH2:11][C:12]3[CH:23]=[CH:22][C:15]4[N:16]=[C:17]([NH:24][C@@H:25]5[CH2:30][CH2:29][CH2:28][CH2:27][C@H:26]5[OH:31])[S:18][C:14]=4[CH:13]=3)=[CH:9][N:10]=2)[N:7]=1. The yield is 0.460.